This data is from NCI-60 drug combinations with 297,098 pairs across 59 cell lines. The task is: Regression. Given two drug SMILES strings and cell line genomic features, predict the synergy score measuring deviation from expected non-interaction effect. (1) Drug 1: C1C(C(OC1N2C=NC3=C(N=C(N=C32)Cl)N)CO)O. Drug 2: CN(CCCl)CCCl.Cl. Cell line: HS 578T. Synergy scores: CSS=5.48, Synergy_ZIP=-1.52, Synergy_Bliss=-0.328, Synergy_Loewe=-8.37, Synergy_HSA=-0.662. (2) Drug 1: CC12CCC3C(C1CCC2=O)CC(=C)C4=CC(=O)C=CC34C. Drug 2: CCC1=C2CN3C(=CC4=C(C3=O)COC(=O)C4(CC)O)C2=NC5=C1C=C(C=C5)O. Cell line: SN12C. Synergy scores: CSS=73.2, Synergy_ZIP=-0.00972, Synergy_Bliss=-1.83, Synergy_Loewe=-16.4, Synergy_HSA=2.74. (3) Cell line: MALME-3M. Synergy scores: CSS=3.39, Synergy_ZIP=5.97, Synergy_Bliss=2.88, Synergy_Loewe=-1.47, Synergy_HSA=0.506. Drug 2: COC1=C2C(=CC3=C1OC=C3)C=CC(=O)O2. Drug 1: CN1CCC(CC1)COC2=C(C=C3C(=C2)N=CN=C3NC4=C(C=C(C=C4)Br)F)OC. (4) Drug 1: CN(C)N=NC1=C(NC=N1)C(=O)N. Drug 2: C1C(C(OC1N2C=NC3=C2NC=NCC3O)CO)O. Cell line: NCIH23. Synergy scores: CSS=-0.349, Synergy_ZIP=-1.41, Synergy_Bliss=-4.56, Synergy_Loewe=-4.97, Synergy_HSA=-4.53. (5) Drug 1: CCCCCOC(=O)NC1=NC(=O)N(C=C1F)C2C(C(C(O2)C)O)O. Drug 2: C1=NNC2=C1C(=O)NC=N2. Cell line: 786-0. Synergy scores: CSS=-4.43, Synergy_ZIP=2.87, Synergy_Bliss=2.26, Synergy_Loewe=-6.05, Synergy_HSA=-3.73.